Dataset: Forward reaction prediction with 1.9M reactions from USPTO patents (1976-2016). Task: Predict the product of the given reaction. (1) The product is: [CH3:30][N:26]1[C@H:22]([CH2:21][O:20][C:1]([C:8]2[CH:13]=[CH:12][CH:11]=[CH:10][CH:9]=2)([C:14]2[CH:15]=[CH:16][CH:17]=[CH:18][CH:19]=2)[C:2]2[CH:7]=[CH:6][CH:5]=[CH:4][CH:3]=2)[CH2:23][CH2:24][C:25]1=[O:27]. Given the reactants [C:1]([O:20][CH2:21][C@H:22]1[NH:26][C:25](=[O:27])[CH2:24][CH2:23]1)([C:14]1[CH:19]=[CH:18][CH:17]=[CH:16][CH:15]=1)([C:8]1[CH:13]=[CH:12][CH:11]=[CH:10][CH:9]=1)[C:2]1[CH:7]=[CH:6][CH:5]=[CH:4][CH:3]=1.IC.[CH3:30][Si]([N-][Si](C)(C)C)(C)C.[Na+].[Cl-].[NH4+], predict the reaction product. (2) Given the reactants Cl.[CH3:2][C:3]1[C:8]([C:9]([OH:11])=[O:10])=[CH:7][N:6]=[CH:5][CH:4]=1.C([Li])CCC.[C:17](=[O:19])=[O:18], predict the reaction product. The product is: [C:17]([CH2:2][C:3]1[C:8]([C:9]([OH:11])=[O:10])=[CH:7][N:6]=[CH:5][CH:4]=1)([OH:19])=[O:18]. (3) Given the reactants [Cl:1][C:2]1[CH:3]=[C:4]([C:9]2[N:13]([CH3:14])[N:12]=[C:11]([C:15](=[N:17][NH:18][C:19]([C:21]3[S:25][C:24]([C:26]([O:28]C)=[O:27])=[CH:23][CH:22]=3)=[O:20])[CH3:16])[C:10]=2[OH:30])[CH:5]=[CH:6][C:7]=1[Cl:8].[OH-].[Na+], predict the reaction product. The product is: [Cl:1][C:2]1[CH:3]=[C:4]([C:9]2[N:13]([CH3:14])[N:12]=[C:11]([C:15](=[N:17][NH:18][C:19]([C:21]3[S:25][C:24]([C:26]([OH:28])=[O:27])=[CH:23][CH:22]=3)=[O:20])[CH3:16])[C:10]=2[OH:30])[CH:5]=[CH:6][C:7]=1[Cl:8].